Dataset: CYP2C9 inhibition data for predicting drug metabolism from PubChem BioAssay. Task: Regression/Classification. Given a drug SMILES string, predict its absorption, distribution, metabolism, or excretion properties. Task type varies by dataset: regression for continuous measurements (e.g., permeability, clearance, half-life) or binary classification for categorical outcomes (e.g., BBB penetration, CYP inhibition). Dataset: cyp2c9_veith. (1) The compound is Cc1ccc(-c2csc3ncnc(SCC(=O)c4ccc5c(c4)OCCO5)c23)cc1. The result is 1 (inhibitor). (2) The compound is C[C@@H]1O[C@@H](n2cc(F)c(=O)[nH]c2=O)[C@H](O)[C@@H]1O. The result is 0 (non-inhibitor). (3) The molecule is O=c1cc(-c2ccc(O)cc2)oc2c([C@H]3O[C@@H](CO)[C@@H](O)[C@@H](O)[C@@H]3O)c(O)cc(O)c12. The result is 0 (non-inhibitor). (4) The molecule is CC(=O)NCCc1c[nH]c2ccccc12. The result is 0 (non-inhibitor). (5) The molecule is CN[C@@H]1[C@H](O)[C@H](O)[C@H](CO)O[C@@H]1O[C@@H]1[C@H](O[C@@H]2[C@@H](O)[C@@H](O)[C@@H](N=C(N)N)[C@@H](O)[C@@H]2N=C(N)N)O[C@H](C)[C@@]1(O)C=O. The result is 0 (non-inhibitor). (6) The compound is COc1cccc(Cn2c(=O)c(-c3cccc(F)c3)nc3cncnc32)c1. The result is 1 (inhibitor). (7) The molecule is CC(=O)O[C@H]1CC[C@@]2(C)[C@@H](CC[C@H]3[C@H]2CC(=O)[C@@]2(C)[C@@H]3C[C@H]3CC(C)=CC(=O)[C@H]32)C1. The result is 0 (non-inhibitor). (8) The molecule is CCCc1c(OCCCOc2ccc(OCC(=O)O)cc2)ccc(C(C)=O)c1O. The result is 1 (inhibitor). (9) The molecule is O=C(O)[C@@H]1C[C@@H](C(=O)O)CN1. The result is 0 (non-inhibitor).